Dataset: Catalyst prediction with 721,799 reactions and 888 catalyst types from USPTO. Task: Predict which catalyst facilitates the given reaction. (1) Reactant: [F:1][C:2]1[CH:7]=[C:6]([F:8])[C:5]([F:9])=[CH:4][C:3]=1[S:10](Cl)(=[O:12])=[O:11].S([O-])([O-])=O.[Na+].[Na+].[OH-].[Na+].OS(O)(=O)=O. Product: [F:1][C:2]1[CH:7]=[C:6]([F:8])[C:5]([F:9])=[CH:4][C:3]=1[S:10]([OH:12])=[O:11]. The catalyst class is: 72. (2) Reactant: Br[C:2]1[CH:3]=[CH:4][C:5]2[CH2:12][CH:11]([CH3:13])[O:10][CH2:9][CH2:8][N:7]([C:14]3[CH:19]=[CH:18][CH:17]=[CH:16][CH:15]=3)[C:6]=2[CH:20]=1.C([O-])([O-])=O.[Na+].[Na+].[CH3:27][C:28]1[C:32](B(O)O)=[C:31]([CH3:36])[O:30][N:29]=1. Product: [CH3:27][C:28]1[C:32]([C:2]2[CH:3]=[CH:4][C:5]3[CH2:12][CH:11]([CH3:13])[O:10][CH2:9][CH2:8][N:7]([C:14]4[CH:19]=[CH:18][CH:17]=[CH:16][CH:15]=4)[C:6]=3[CH:20]=2)=[C:31]([CH3:36])[O:30][N:29]=1. The catalyst class is: 108. (3) Reactant: [CH:1]1([N:7]2[CH2:13][CH2:12][C:11](=[O:14])[NH:10][C:9]3[CH:15]=[N:16][C:17]([NH:19][C:20]4[CH:28]=[CH:27][C:23]([C:24]([OH:26])=O)=[C:22](OC)[CH:21]=4)=[N:18][C:8]2=3)[CH2:6][CH2:5][CH2:4][CH2:3][CH2:2]1.F[P-](F)(F)(F)(F)F.CN(C(N(C)C)=[N+]1C2C(=NC=CC=2)[N+]([O-:51])=N1)C.N1C[CH2:59][O:58]CC1.[CH2:61]([N:63](CC)[CH2:64][CH3:65])[CH3:62]. Product: [CH:1]1([N:7]2[CH2:13][CH2:12][C:11](=[O:14])[NH:10][C:9]3[CH:15]=[N:16][C:17]([NH:19][C:20]4[CH:28]=[CH:27][C:23]([C:24]([N:63]5[CH2:64][CH2:65][O:51][CH2:62][CH2:61]5)=[O:26])=[CH:22][C:21]=4[O:58][CH3:59])=[N:18][C:8]2=3)[CH2:6][CH2:5][CH2:4][CH2:3][CH2:2]1. The catalyst class is: 4. (4) Reactant: [CH3:1][C@@H:2]1[N:13]([CH3:14])[C:12](=[O:15])[C@H:11]([CH2:16][C:17]([O:19][C:20]([CH3:23])([CH3:22])[CH3:21])=[O:18])[CH2:10][CH:9]=[CH:8][CH2:7][CH2:6][C:5](=[O:24])[O:4][C@@H:3]1[C:25]1[CH:30]=[CH:29][CH:28]=[CH:27][CH:26]=1. Product: [CH3:1][C@@H:2]1[N:13]([CH3:14])[C:12](=[O:15])[C@H:11]([CH2:16][C:17]([O:19][C:20]([CH3:23])([CH3:22])[CH3:21])=[O:18])[CH2:10][CH2:9][CH2:8][CH2:7][CH2:6][C:5](=[O:24])[O:4][C@@H:3]1[C:25]1[CH:26]=[CH:27][CH:28]=[CH:29][CH:30]=1. The catalyst class is: 19. (5) Reactant: [F:1][C:2]1[CH:13]=[CH:12][C:11]([N+:14]([O-])=O)=[CH:10][C:3]=1[CH2:4][N:5]1[CH2:9][CH2:8][CH2:7][CH2:6]1. Product: [F:1][C:2]1[CH:13]=[CH:12][C:11]([NH2:14])=[CH:10][C:3]=1[CH2:4][N:5]1[CH2:6][CH2:7][CH2:8][CH2:9]1. The catalyst class is: 99. (6) Reactant: [Cl:1][C:2]1[CH:8]=[CH:7][C:5]([NH2:6])=[C:4]([F:9])[CH:3]=1.[C:10](O[C:10]([O:12][C:13]([CH3:16])([CH3:15])[CH3:14])=[O:11])([O:12][C:13]([CH3:16])([CH3:15])[CH3:14])=[O:11]. Product: [C:13]([O:12][C:10](=[O:11])[NH:6][C:5]1[CH:7]=[CH:8][C:2]([Cl:1])=[CH:3][C:4]=1[F:9])([CH3:16])([CH3:15])[CH3:14]. The catalyst class is: 12.